This data is from Full USPTO retrosynthesis dataset with 1.9M reactions from patents (1976-2016). The task is: Predict the reactants needed to synthesize the given product. The reactants are: [CH2:1]([OH:5])[CH2:2][C:3]#[CH:4].S([O-])([O-])(=O)=O.C([N+](CCCC)(CCCC)CCCC)CCC.C([N+](CCCC)(CCCC)CCCC)CCC.[OH-].[Na+].Br[CH2:48][C:49]([O:51][C:52]([CH3:55])([CH3:54])[CH3:53])=[O:50]. Given the product [CH2:1]([O:5][CH2:48][C:49]([O:51][C:52]([CH3:55])([CH3:54])[CH3:53])=[O:50])[CH2:2][C:3]#[CH:4], predict the reactants needed to synthesize it.